From a dataset of Experimental lipophilicity measurements (octanol/water distribution) for 4,200 compounds from AstraZeneca. Regression/Classification. Given a drug SMILES string, predict its absorption, distribution, metabolism, or excretion properties. Task type varies by dataset: regression for continuous measurements (e.g., permeability, clearance, half-life) or binary classification for categorical outcomes (e.g., BBB penetration, CYP inhibition). For this dataset (lipophilicity_astrazeneca), we predict Y. (1) The compound is C#CCn1c(=O)c2c(-c3nc(C#N)cn3C)n(Cc3ccnc4ccc(Cl)cc34)nc2n(CC2CC2)c1=O. The Y is 3.40 logD. (2) The compound is CC(=O)Nc1ccc(-c2ccccc2)n(CC(=O)NC(C(=O)C(F)(F)F)C(C)C)c1=O. The Y is 1.78 logD. (3) The compound is Cc1ccc(/C(=C\CN2CCCC2)c2ccccn2)cc1. The Y is 1.88 logD. (4) The compound is CCN(C(=O)Nc1ccccc1)c1ccccc1. The Y is 3.10 logD. (5) The compound is NS(=O)(=O)c1cc(C(=O)O)c(NCc2ccco2)cc1Cl. The Y is -0.900 logD. (6) The Y is 3.67 logD. The drug is O=C(NC[C@@H](O)CN1CCC(Oc2ccc(Cl)c(Cl)c2)CC1)c1c[nH]c(=O)c2cc(S(=O)(=O)NC3CC3)ccc12. (7) The molecule is Clc1ccc([C@H]2CC=CCNC2)cc1Cl. The Y is 1.95 logD. (8) The drug is COc1cc(C(=O)Nc2ccc(Cl)c(-c3nc4ccccc4[nH]3)c2)cc(OC)c1OC. The Y is 3.83 logD. (9) The molecule is Cc1cnc(Nc2cc(N3CCOCC3)nc(N[C@@H](C)c3ncc(F)cn3)n2)s1. The Y is 2.68 logD. (10) The compound is O=C(Cc1cccc2ccccc12)Nc1ccccc1. The Y is 3.90 logD.